This data is from Forward reaction prediction with 1.9M reactions from USPTO patents (1976-2016). The task is: Predict the product of the given reaction. (1) Given the reactants [F:1][C:2]1[CH:7]=[CH:6][C:5]([CH:8]2[CH2:13][C:12](=O)[NH:11][CH2:10][CH:9]2[CH2:15]CC(O)=O)=[CH:4][CH:3]=1.B.[O:21]1CCCC1, predict the reaction product. The product is: [F:1][C:2]1[CH:3]=[CH:4][C:5]([CH:8]2[CH2:13][CH2:12][NH:11][CH2:10][CH:9]2[CH2:15][OH:21])=[CH:6][CH:7]=1. (2) Given the reactants Cl[C:2]1[N:11]=[C:10]([Cl:12])[CH:9]=[CH:8][C:3]=1[C:4]([O:6][CH3:7])=[O:5].[NH3:13], predict the reaction product. The product is: [NH2:13][C:2]1[N:11]=[C:10]([Cl:12])[CH:9]=[CH:8][C:3]=1[C:4]([O:6][CH3:7])=[O:5]. (3) Given the reactants [OH:1][C:2]1([C:13]2[S:14][C:15]([C:18]3[CH:23]=[C:22]([NH:24][C:25]4[N:30]=[C:29]([O:31][CH:32]([CH3:34])[CH3:33])[CH:28]=[CH:27][N:26]=4)[CH:21]=[C:20]([CH3:35])[N:19]=3)=[CH:16][N:17]=2)[CH2:7][CH2:6][CH:5]([C:8]([OH:10])=O)[C:4]([CH3:12])([CH3:11])[CH2:3]1.[Cl-].[NH4+].C[N:39](C(ON1N=NC2C=CC=NC1=2)=[N+](C)C)C.F[P-](F)(F)(F)(F)F.CCN(C(C)C)C(C)C.C(=O)(O)[O-].[Na+], predict the reaction product. The product is: [OH:1][C:2]1([C:13]2[S:14][C:15]([C:18]3[CH:23]=[C:22]([NH:24][C:25]4[N:30]=[C:29]([O:31][CH:32]([CH3:34])[CH3:33])[CH:28]=[CH:27][N:26]=4)[CH:21]=[C:20]([CH3:35])[N:19]=3)=[CH:16][N:17]=2)[CH2:7][CH2:6][CH:5]([C:8]([NH2:39])=[O:10])[C:4]([CH3:12])([CH3:11])[CH2:3]1. (4) Given the reactants [N:1]1[C:5]2[CH:6]=[CH:7][CH:8]=[CH:9][C:4]=2[NH:3][C:2]=1[C:10]([OH:12])=O.CN(C(ON1N=[N:28][C:23]2[CH:24]=[CH:25][CH:26]=[CH:27][C:22]1=2)=[N+](C)C)C.[B-](F)(F)(F)F.[CH:35]1C=CC2N(O)N=NC=2C=1.CC[N:47]([CH:51]([CH3:53])C)[CH:48]([CH3:50])C.CN([CH:57]=[O:58])C, predict the reaction product. The product is: [N:47]1[CH:48]=[CH:50][C:57]([O:58][C:25]2[CH:24]=[C:23]([NH:28][C:10]([C:2]3[NH:1][C:5]4[CH:6]=[CH:7][C:8]([CH3:35])=[CH:9][C:4]=4[N:3]=3)=[O:12])[CH:22]=[CH:27][CH:26]=2)=[CH:53][CH:51]=1. (5) Given the reactants F[C:2]1[CH:20]=[CH:19][C:5]([C:6]([NH:8][C:9]2[CH:10]=[C:11]3[C:15](=[CH:16][CH:17]=2)[NH:14][C:13]([CH3:18])=[CH:12]3)=[O:7])=[CH:4][C:3]=1[C:21]([F:24])([F:23])[F:22].[NH:25]1[CH2:30][CH2:29][NH:28][CH2:27][CH2:26]1, predict the reaction product. The product is: [CH3:18][C:13]1[NH:14][C:15]2[C:11]([CH:12]=1)=[CH:10][C:9]([NH:8][C:6](=[O:7])[C:5]1[CH:19]=[CH:20][C:2]([N:25]3[CH2:30][CH2:29][NH:28][CH2:27][CH2:26]3)=[C:3]([C:21]([F:24])([F:23])[F:22])[CH:4]=1)=[CH:17][CH:16]=2. (6) Given the reactants [Cl:1][C:2]1[CH:3]=[C:4]([CH2:19][C:20]([NH:22][CH2:23][CH2:24][NH:25]C(=O)OC(C)(C)C)=[O:21])[CH:5]=[CH:6][C:7]=1[O:8][CH2:9][C:10]1[CH:15]=[CH:14][C:13]([CH:16]([CH3:18])[CH3:17])=[CH:12][CH:11]=1.Cl, predict the reaction product. The product is: [NH2:25][CH2:24][CH2:23][NH:22][C:20](=[O:21])[CH2:19][C:4]1[CH:5]=[CH:6][C:7]([O:8][CH2:9][C:10]2[CH:11]=[CH:12][C:13]([CH:16]([CH3:17])[CH3:18])=[CH:14][CH:15]=2)=[C:2]([Cl:1])[CH:3]=1. (7) Given the reactants ClCCl.[N+:4]([C:7]1[CH:16]=[C:15]2[C:10]([CH2:11][O:12][C:13]2=[O:14])=[CH:9][CH:8]=1)([O-:6])=[O:5].[Br:17]Br.OO, predict the reaction product. The product is: [N+:4]([C:7]1[CH:16]=[C:15]2[C:10]([CH:11]([Br:17])[O:12][C:13]2=[O:14])=[CH:9][CH:8]=1)([O-:6])=[O:5]. (8) Given the reactants [Br:1]N1C(=O)CCC1=O.[OH:9][C:10]1[CH:15]=[CH:14][CH:13]=[CH:12][C:11]=1[C:16](=[O:18])[CH3:17].C(NC(C)C)(C)C.O, predict the reaction product. The product is: [Br:1][C:15]1[C:10]([OH:9])=[C:11]([C:16](=[O:18])[CH3:17])[CH:12]=[CH:13][CH:14]=1.